Task: Predict the reaction yield, written as a fraction of the theoretical maximum amount of product (1.0 means a 100% yield; for example, 0.34 means a 34% yield).. Dataset: Reaction yield outcomes from USPTO patents with 853,638 reactions (1) The reactants are [Cl-].O[NH3+:3].[C:4](=[O:7])([O-])[OH:5].[Na+].[CH2:9]([C:13]1[N:18]2[N:19]=[CH:20][N:21]=[C:17]2[N:16](COC)[C:15](=[O:25])[C:14]=1[CH2:26][C:27]1[C:32]([F:33])=[CH:31][C:30]([C:34]2[C:35]([C:40]#[N:41])=[CH:36][CH:37]=[CH:38][CH:39]=2)=[CH:29][C:28]=1[F:42])[CH2:10][CH2:11][CH3:12].B(Br)(Br)Br. The catalyst is C(OCC)(=O)C.C(Cl)Cl.O.CS(C)=O. The product is [CH2:9]([C:13]1[N:18]2[N:19]=[CH:20][N:21]=[C:17]2[NH:16][C:15](=[O:25])[C:14]=1[CH2:26][C:27]1[C:32]([F:33])=[CH:31][C:30]([C:34]2[CH:39]=[CH:38][CH:37]=[CH:36][C:35]=2[C:40]2[NH:3][C:4](=[O:7])[O:5][N:41]=2)=[CH:29][C:28]=1[F:42])[CH2:10][CH2:11][CH3:12]. The yield is 0.0700. (2) The reactants are [NH2:1][C:2]1[N:7]=[CH:6][C:5]([C:8]([OH:11])([CH3:10])[CH3:9])=[CH:4][CH:3]=1.Br[C:13]1[C:14](=[O:21])[N:15]([CH3:20])[CH:16]=[C:17]([Br:19])[CH:18]=1.C([O-])([O-])=O.[Cs+].[Cs+].CC1(C)C2C(=C(P(C3C=CC=CC=3)C3C=CC=CC=3)C=CC=2)OC2C(P(C3C=CC=CC=3)C3C=CC=CC=3)=CC=CC1=2. The catalyst is O1CCOCC1.CCOC(C)=O.CC([O-])=O.CC([O-])=O.[Pd+2]. The product is [Br:19][C:17]1[CH:18]=[C:13]([NH:1][C:2]2[CH:3]=[CH:4][C:5]([C:8]([OH:11])([CH3:9])[CH3:10])=[CH:6][N:7]=2)[C:14](=[O:21])[N:15]([CH3:20])[CH:16]=1. The yield is 0.600. (3) The reactants are F[C:2]1[C:3]([CH3:11])=[CH:4][C:5]([N+:8]([O-:10])=[O:9])=[N:6][CH:7]=1.[Cl:12][C:13]1[CH:18]=[C:17]([OH:19])[CH:16]=[CH:15][N:14]=1.C([O-])([O-])=O.[K+].[K+].O. The catalyst is CN(C=O)C. The product is [Cl:12][C:13]1[CH:18]=[C:17]([O:19][C:2]2[C:3]([CH3:11])=[CH:4][C:5]([N+:8]([O-:10])=[O:9])=[N:6][CH:7]=2)[CH:16]=[CH:15][N:14]=1. The yield is 0.800. (4) The reactants are [C:1]([OH:12])(=O)[CH2:2][O:3][CH2:4][CH2:5][O:6][CH2:7][CH2:8][CH2:9][CH3:10].C(N(CC)CC)C.C(Cl)CCl.[NH2:24][C@@H:25]([CH2:34][N:35]1[CH2:40][CH2:39][O:38][CH2:37][CH2:36]1)[C@H:26]([C:28]1[CH:33]=[CH:32][CH:31]=[CH:30][CH:29]=1)[OH:27]. The catalyst is C(Cl)Cl. The product is [C:1]([NH:24][C@@H:25]([CH2:34][N:35]1[CH2:36][CH2:37][O:38][CH2:39][CH2:40]1)[C@H:26]([C:28]1[CH:29]=[CH:30][CH:31]=[CH:32][CH:33]=1)[OH:27])(=[O:12])[CH2:2][O:3][CH2:4][CH2:5][O:6][CH2:7][CH2:8][CH2:9][CH3:10]. The yield is 0.520. (5) The reactants are [CH2:1]([O:3][C:4]([C:6]1[CH:17]=[C:16]([O:18][C:19]2[CH:24]=[CH:23][C:22]([S:25]([CH3:28])(=[O:27])=[O:26])=[CH:21][CH:20]=2)[C:9]2[CH:10]=[C:11]([C:13](O)=[O:14])[O:12][C:8]=2[CH:7]=1)=[O:5])[CH3:2].[CH3:29][N:30](C(ON1N=NC2C=CC=NC1=2)=[N+](C)C)[CH3:31].F[P-](F)(F)(F)(F)F.CCN(C(C)C)C(C)C.Cl.CNC. The catalyst is CN(C=O)C.O. The product is [CH3:29][N:30]([CH3:31])[C:13]([C:11]1[O:12][C:8]2[CH:7]=[C:6]([C:4]([O:3][CH2:1][CH3:2])=[O:5])[CH:17]=[C:16]([O:18][C:19]3[CH:24]=[CH:23][C:22]([S:25]([CH3:28])(=[O:27])=[O:26])=[CH:21][CH:20]=3)[C:9]=2[CH:10]=1)=[O:14]. The yield is 0.960. (6) The reactants are [O:1]=[C:2]1[C:11]2[CH:10]=[CH:9][CH:8]=[C:7]3[NH:12][CH:13]([C:21]4[CH:28]=[CH:27][C:24]([CH:25]=O)=[CH:23][CH:22]=4)[CH:14]([C:15]4[CH:20]=[CH:19][CH:18]=[CH:17][CH:16]=4)[C:5]([C:6]=23)=[N:4][NH:3]1.[CH2:29]([NH:31][CH2:32][CH3:33])[CH3:30].C(O)(=O)C.C(O[BH-](OC(=O)C)OC(=O)C)(=O)C.[Na+]. The catalyst is ClCCl. The product is [CH2:29]([N:31]([CH2:25][C:24]1[CH:27]=[CH:28][C:21]([CH:13]2[NH:12][C:7]3[C:6]4[C:5](=[N:4][NH:3][C:2](=[O:1])[C:11]=4[CH:10]=[CH:9][CH:8]=3)[CH:14]2[C:15]2[CH:20]=[CH:19][CH:18]=[CH:17][CH:16]=2)=[CH:22][CH:23]=1)[CH2:32][CH3:33])[CH3:30]. The yield is 0.360.